From a dataset of Blood-brain barrier permeability classification from the B3DB database. Regression/Classification. Given a drug SMILES string, predict its absorption, distribution, metabolism, or excretion properties. Task type varies by dataset: regression for continuous measurements (e.g., permeability, clearance, half-life) or binary classification for categorical outcomes (e.g., BBB penetration, CYP inhibition). Dataset: b3db_classification. (1) The compound is CC1(C)OC2CC3C4CC(F)C5=CC(=O)CCC5(C)C4C(O)CC3(C)C2(C(=O)CO)O1. The result is 1 (penetrates BBB). (2) The compound is C[C@@H]1C[C@H]2[C@@H]3C[C@H](F)C4=CC(=O)C(Cl)=C[C@]4(C)[C@@]3(F)[C@@H](O)C[C@]2(C)[C@@]1(O)C(=O)CO. The result is 1 (penetrates BBB). (3) The molecule is CCCCn1c(=O)c2c(ncn2CC(C)=O)n(CCCC)c1=O. The result is 1 (penetrates BBB). (4) The molecule is O=C1CCC(C(=O)N2CCCCC2)N1. The result is 1 (penetrates BBB).